From a dataset of Choline transporter screen with 302,306 compounds. Binary Classification. Given a drug SMILES string, predict its activity (active/inactive) in a high-throughput screening assay against a specified biological target. (1) The molecule is s1c(c(c(c1NC(=S)NC(=O)C)C(OCC)=O)C)C. The result is 0 (inactive). (2) The drug is s1cc(C2c3c([nH]nc3OC(N)=C2C#N)CC(OCC)=O)cc1. The result is 0 (inactive).